The task is: Predict which catalyst facilitates the given reaction.. This data is from Catalyst prediction with 721,799 reactions and 888 catalyst types from USPTO. (1) Reactant: [S:1]([NH:5][C:6](=[O:12])[O:7][C:8]([CH3:11])([CH3:10])[CH3:9])(=[O:4])(=[O:3])[NH2:2].[CH3:13][N:14]1[CH2:19][CH2:18][O:17][CH2:16][CH2:15]1. Product: [CH3:13][N:14]1[CH2:19][CH2:18][O:17][CH2:16][CH2:15]1.[S:1]([NH:5][C:6](=[O:12])[O:7][C:8]([CH3:10])([CH3:9])[CH3:11])(=[O:4])(=[O:3])[NH2:2]. The catalyst class is: 5. (2) Reactant: Cl.Cl[C:3]1[CH:8]=[CH:7][N:6]=[CH:5][CH:4]=1.[CH3:9][NH:10][CH2:11][CH2:12][OH:13]. Product: [CH3:9][N:10]([C:3]1[CH:8]=[CH:7][N:6]=[CH:5][CH:4]=1)[CH2:11][CH2:12][OH:13]. The catalyst class is: 389. (3) Reactant: [C:1]([C:3]1[CH:4]=[C:5]2[C:9](=[CH:10][CH:11]=1)[NH:8][C:7]([C:12](=O)[C:13]([O:15]C)=O)=[CH:6]2)#[N:2].Br.Br.[NH2:20][C:21]1[C:25]([NH2:26])=[CH:24][S:23][CH:22]=1. Product: [O:15]=[C:13]1[C:12]([C:7]2[NH:8][C:9]3[C:5]([CH:6]=2)=[CH:4][C:3]([C:1]#[N:2])=[CH:11][CH:10]=3)=[N:20][C:21]2=[CH:22][S:23][CH:24]=[C:25]2[NH:26]1. The catalyst class is: 8. (4) Reactant: [CH3:1][O-:2].[Na+].C([C@H]1COC(=O)N1[C:17](=[O:39])[C@@H:18]([O:36][CH2:37][CH3:38])[C@@H:19]([C:21]1[CH:26]=[CH:25][C:24]([O:27][CH2:28][C:29]2[CH:34]=[CH:33][CH:32]=[CH:31][CH:30]=2)=[CH:23][C:22]=1[CH3:35])[OH:20])C1C=CC=CC=1. Product: [CH3:1][O:2][C:17](=[O:39])[C@@H:18]([O:36][CH2:37][CH3:38])[C@@H:19]([C:21]1[CH:26]=[CH:25][C:24]([O:27][CH2:28][C:29]2[CH:30]=[CH:31][CH:32]=[CH:33][CH:34]=2)=[CH:23][C:22]=1[CH3:35])[OH:20]. The catalyst class is: 5. (5) Reactant: [F:1][C:2]1[CH:3]=[N+:4]([O-])[CH:5]=[CH:6][C:7]=1[C:8]([F:11])([F:10])[F:9].FC(F)(F)C(OC(=O)C(F)(F)F)=[O:16].C([O-])([O-])=O.[K+].[K+]. Product: [F:1][C:2]1[C:3]([OH:16])=[N:4][CH:5]=[CH:6][C:7]=1[C:8]([F:11])([F:10])[F:9]. The catalyst class is: 6. (6) Product: [CH3:1][N:2]1[CH2:7][CH2:6][N:5]([CH2:8][CH2:9][CH2:10][O:11][C:15]2[CH:24]=[C:23]([C:25]([NH:27][CH2:28][C@H:29]3[CH2:30][CH2:31][C@H:32]([CH2:35][NH:36][C:37](=[O:43])[O:38][C:39]([CH3:41])([CH3:40])[CH3:42])[CH2:33][CH2:34]3)=[O:26])[C:22]3[C:17](=[CH:18][CH:19]=[CH:20][CH:21]=3)[N:16]=2)[CH2:4][CH2:3]1. Reactant: [CH3:1][N:2]1[CH2:7][CH2:6][N:5]([CH2:8][CH2:9][CH2:10][OH:11])[CH2:4][CH2:3]1.[OH-].[K+].Cl[C:15]1[CH:24]=[C:23]([C:25]([NH:27][CH2:28][C@H:29]2[CH2:34][CH2:33][C@H:32]([CH2:35][NH:36][C:37](=[O:43])[O:38][C:39]([CH3:42])([CH3:41])[CH3:40])[CH2:31][CH2:30]2)=[O:26])[C:22]2[C:17](=[CH:18][CH:19]=[CH:20][CH:21]=2)[N:16]=1.CS(C)=O. The catalyst class is: 577. (7) Reactant: CC(OC(/N=N/C(OC(C)C)=O)=O)C.[CH3:15][C@@H:16]1[CH2:44][O:43][C@@:19]2([O:23][C@H:22]3[CH2:24][C@H:25]4[C@@H:30]5[CH2:31][CH2:32][C@@H:33]6[CH2:38][C@H:37]([OH:39])[CH2:36][CH2:35][C@:34]6([CH3:40])[C@H:29]5[CH2:28][CH2:27][C@:26]4([CH3:41])[C@H:21]3[C@@H:20]2[CH3:42])[CH2:18][CH2:17]1.C1(P(C2C=CC=CC=2)C2C=CC=CC=2)C=CC=CC=1.[C:64](O)(=[O:71])[C:65]1[CH:70]=[CH:69][CH:68]=[CH:67][CH:66]=1. Product: [CH3:15][CH:16]1[CH2:44][O:43][C:19]2([O:23][CH:22]3[CH2:24][CH:25]4[CH:30]5[CH2:31][CH2:32][CH:33]6[CH2:38][CH:37]([O:39][C:64]([C:65]7[CH:70]=[CH:69][CH:68]=[CH:67][CH:66]=7)=[O:71])[CH2:36][CH2:35][C:34]6([CH3:40])[CH:29]5[CH2:28][CH2:27][C:26]4([CH3:41])[CH:21]3[CH:20]2[CH3:42])[CH2:18][CH2:17]1. The catalyst class is: 1. (8) Reactant: [NH2:1][C:2]1[CH:3]=[C:4]([CH:30]=[CH:31][CH:32]=1)[CH2:5][CH2:6][N:7]1[C:12]2[N:13]=[C:14]([NH:17][CH3:18])[N:15]=[CH:16][C:11]=2[CH:10]=[C:9]([C:19]2[CH:24]=[C:23]([O:25][CH3:26])[CH:22]=[C:21]([O:27][CH3:28])[CH:20]=2)[C:8]1=[O:29].CCN(C(C)C)C(C)C.[C:42](Cl)(=[O:45])[CH:43]=[CH2:44]. Product: [CH3:28][O:27][C:21]1[CH:20]=[C:19]([C:9]2[C:8](=[O:29])[N:7]([CH2:6][CH2:5][C:4]3[CH:3]=[C:2]([NH:1][C:42](=[O:45])[CH:43]=[CH2:44])[CH:32]=[CH:31][CH:30]=3)[C:12]3[N:13]=[C:14]([NH:17][CH3:18])[N:15]=[CH:16][C:11]=3[CH:10]=2)[CH:24]=[C:23]([O:25][CH3:26])[CH:22]=1. The catalyst class is: 2. (9) Reactant: [CH3:1][NH:2][C:3]([C:5]1[C:10]([NH2:11])=[N:9][CH:8]=[C:7]([C:12]2[CH:17]=[CH:16][CH:15]=[C:14]([CH2:18]O)[CH:13]=2)[N:6]=1)=[O:4].C1(P([N:34]=[N+:35]=[N-:36])(C2C=CC=CC=2)=O)C=CC=CC=1.C1CCN2C(=NCCC2)CC1.O. Product: [CH3:1][NH:2][C:3]([C:5]1[C:10]([NH2:11])=[N:9][CH:8]=[C:7]([C:12]2[CH:17]=[CH:16][CH:15]=[C:14]([CH2:18][N:34]=[N+:35]=[N-:36])[CH:13]=2)[N:6]=1)=[O:4]. The catalyst class is: 1.